Dataset: Merck oncology drug combination screen with 23,052 pairs across 39 cell lines. Task: Regression. Given two drug SMILES strings and cell line genomic features, predict the synergy score measuring deviation from expected non-interaction effect. (1) Drug 1: O=P1(N(CCCl)CCCl)NCCCO1. Drug 2: Cc1nc(Nc2ncc(C(=O)Nc3c(C)cccc3Cl)s2)cc(N2CCN(CCO)CC2)n1. Cell line: A427. Synergy scores: synergy=17.5. (2) Drug 1: O=C(NOCC(O)CO)c1ccc(F)c(F)c1Nc1ccc(I)cc1F. Drug 2: Cn1c(=O)n(-c2ccc(C(C)(C)C#N)cc2)c2c3cc(-c4cnc5ccccc5c4)ccc3ncc21. Cell line: A375. Synergy scores: synergy=17.9. (3) Drug 1: NC1(c2ccc(-c3nc4ccn5c(=O)[nH]nc5c4cc3-c3ccccc3)cc2)CCC1. Drug 2: CCC1(O)C(=O)OCc2c1cc1n(c2=O)Cc2cc3c(CN(C)C)c(O)ccc3nc2-1. Cell line: DLD1. Synergy scores: synergy=9.22. (4) Drug 1: Cn1nnc2c(C(N)=O)ncn2c1=O. Drug 2: CC1(c2nc3c(C(N)=O)cccc3[nH]2)CCCN1. Cell line: SW837. Synergy scores: synergy=-12.8. (5) Drug 1: CN(C)C(=N)N=C(N)N. Synergy scores: synergy=14.4. Drug 2: COC1CC2CCC(C)C(O)(O2)C(=O)C(=O)N2CCCCC2C(=O)OC(C(C)CC2CCC(OP(C)(C)=O)C(OC)C2)CC(=O)C(C)C=C(C)C(O)C(OC)C(=O)C(C)CC(C)C=CC=CC=C1C. Cell line: LNCAP. (6) Drug 1: CCC1=CC2CN(C1)Cc1c([nH]c3ccccc13)C(C(=O)OC)(c1cc3c(cc1OC)N(C)C1C(O)(C(=O)OC)C(OC(C)=O)C4(CC)C=CCN5CCC31C54)C2. Drug 2: NC(=O)c1cccc2cn(-c3ccc(C4CCCNC4)cc3)nc12. Cell line: PA1. Synergy scores: synergy=-29.8. (7) Drug 1: O=c1[nH]cc(F)c(=O)[nH]1. Drug 2: CS(=O)(=O)CCNCc1ccc(-c2ccc3ncnc(Nc4ccc(OCc5cccc(F)c5)c(Cl)c4)c3c2)o1. Cell line: SW620. Synergy scores: synergy=-2.42. (8) Drug 1: CCC1=CC2CN(C1)Cc1c([nH]c3ccccc13)C(C(=O)OC)(c1cc3c(cc1OC)N(C)C1C(O)(C(=O)OC)C(OC(C)=O)C4(CC)C=CCN5CCC31C54)C2. Drug 2: CS(=O)(=O)CCNCc1ccc(-c2ccc3ncnc(Nc4ccc(OCc5cccc(F)c5)c(Cl)c4)c3c2)o1. Cell line: EFM192B. Synergy scores: synergy=15.1. (9) Drug 1: COC12C(COC(N)=O)C3=C(C(=O)C(C)=C(N)C3=O)N1CC1NC12. Drug 2: COC1=C2CC(C)CC(OC)C(O)C(C)C=C(C)C(OC(N)=O)C(OC)C=CC=C(C)C(=O)NC(=CC1=O)C2=O. Cell line: NCIH23. Synergy scores: synergy=-17.2.